From a dataset of Catalyst prediction with 721,799 reactions and 888 catalyst types from USPTO. Predict which catalyst facilitates the given reaction. (1) The catalyst class is: 14. Reactant: C([O:3][C:4](=O)[CH:5]([CH2:9][C:10]1[CH:15]=[CH:14][C:13]([O:16][CH3:17])=[C:12]([F:18])[C:11]=1[F:19])[C:6](=O)[CH3:7])C.O.[NH2:22][NH2:23]. Product: [F:19][C:11]1[C:12]([F:18])=[C:13]([O:16][CH3:17])[CH:14]=[CH:15][C:10]=1[CH2:9][C:5]1[C:4]([OH:3])=[N:22][NH:23][C:6]=1[CH3:7]. (2) Product: [CH:1]1([C:7]2[N:12]=[CH:11][N:10]=[C:9]([C:13]3[C:17]4[C:18]([NH:22][CH:23]([CH3:25])[CH3:24])=[N:19][CH:20]=[CH:21][C:16]=4[NH:15][N:14]=3)[CH:8]=2)[CH2:2][CH2:3][CH2:4][CH2:5][CH2:6]1. Reactant: [C:1]1([C:7]2[N:12]=[CH:11][N:10]=[C:9]([C:13]3[C:17]4[C:18]([NH:22][CH:23]([CH3:25])[CH3:24])=[N:19][CH:20]=[CH:21][C:16]=4[N:15](CC4C=CC(OC)=CC=4)[N:14]=3)[CH:8]=2)[CH2:6][CH2:5][CH2:4][CH2:3][CH:2]=1.ClC1N=CN=C(C2C3C(NC(C)C)=NC=CC=3N(CC3C=CC(OC)=CC=3)N=2)C=1.C1(B2OC(C)(C)C(C)(C)O2)CCCC=C1.C([O-])([O-])=O.[Na+].[Na+]. The catalyst class is: 23.